Predict the reactants needed to synthesize the given product. From a dataset of Full USPTO retrosynthesis dataset with 1.9M reactions from patents (1976-2016). (1) Given the product [Cl:8][C:6]1[CH:7]=[C:2]([C:24]2[S:28][CH:27]=[N:26][CH:25]=2)[N:3]=[C:4]([NH:9][C@H:10]([C:12]2[CH:17]=[CH:16][C:15]([F:18])=[CH:14][CH:13]=2)[CH3:11])[N:5]=1, predict the reactants needed to synthesize it. The reactants are: Cl[C:2]1[CH:7]=[C:6]([Cl:8])[N:5]=[C:4]([NH:9][C@H:10]([C:12]2[CH:17]=[CH:16][C:15]([F:18])=[CH:14][CH:13]=2)[CH3:11])[N:3]=1.C([Sn](CCCC)(CCCC)[C:24]1[S:28][CH:27]=[N:26][CH:25]=1)CCC. (2) Given the product [CH3:19][O:20][CH2:21][CH2:22][O:3][C:4]1[C:5]([CH3:18])=[C:6]([CH:11]=[CH:12][C:13]=1[S:14]([CH3:17])(=[O:16])=[O:15])[C:7]([O:9][CH3:10])=[O:8], predict the reactants needed to synthesize it. The reactants are: [H-].[Na+].[OH:3][C:4]1[C:5]([CH3:18])=[C:6]([CH:11]=[CH:12][C:13]=1[S:14]([CH3:17])(=[O:16])=[O:15])[C:7]([O:9][CH3:10])=[O:8].[CH3:19][O:20][CH2:21][CH2:22]Br.[I-].[K+]. (3) Given the product [CH2:1]([O:8][N:9]=[C:10]1[CH:26]([C:27]2[CH:28]=[C:29]([CH3:33])[CH:30]=[CH:31][CH:32]=2)[CH2:25][N:13]2[CH2:14][CH2:15][C:16]3[C:21]([CH:12]2[CH2:11]1)=[CH:20][CH:19]=[C:18]([O:22][CH3:23])[C:17]=3[O:24][CH2:41][CH2:42][O:43][CH2:44][C:45]1[CH:50]=[CH:49][CH:48]=[CH:47][CH:46]=1)[C:2]1[CH:3]=[CH:4][CH:5]=[CH:6][CH:7]=1, predict the reactants needed to synthesize it. The reactants are: [CH2:1]([O:8][N:9]=[C:10]1[CH:26]([C:27]2[CH:28]=[C:29]([CH3:33])[CH:30]=[CH:31][CH:32]=2)[CH2:25][N:13]2[CH2:14][CH2:15][C:16]3[C:21]([CH:12]2[CH2:11]1)=[CH:20][CH:19]=[C:18]([O:22][CH3:23])[C:17]=3[OH:24])[C:2]1[CH:7]=[CH:6][CH:5]=[CH:4][CH:3]=1.CC([O-])(C)C.[K+].Br[CH2:41][CH2:42][O:43][CH2:44][C:45]1[CH:50]=[CH:49][CH:48]=[CH:47][CH:46]=1. (4) The reactants are: [Br:1][C:2]1[CH:7]=[CH:6][CH:5]=[CH:4][C:3]=1F.[CH2:9]([O:11][CH2:12][CH2:13][OH:14])C. Given the product [Br:1][C:2]1[CH:7]=[CH:6][CH:5]=[CH:4][C:3]=1[O:14][CH2:13][CH2:12][O:11][CH3:9], predict the reactants needed to synthesize it.